Dataset: Forward reaction prediction with 1.9M reactions from USPTO patents (1976-2016). Task: Predict the product of the given reaction. (1) Given the reactants Br[C:2]1[CH:3]=[CH:4][C:5]([C:8]2[CH2:12][CH:11]([CH2:13][S:14]([CH2:17][CH2:18][C:19]3[CH:24]=[CH:23][N:22]=[CH:21][CH:20]=3)(=[O:16])=[O:15])[O:10][N:9]=2)=[N:6][CH:7]=1.[F:25][C:26]1[CH:27]=[C:28]([N:46]2[CH2:50][C@H:49]([CH2:51][N:52]3[CH:56]=[CH:55][N:54]=[N:53]3)[O:48][C:47]2=[O:57])[CH:29]=[CH:30][C:31]=1C1C=[N+]([O-])C(C2CC(CO)ON=2)=CC=1.C(=O)([O-])[O-].[K+].[K+], predict the reaction product. The product is: [F:25][C:26]1[CH:27]=[C:28]([N:46]2[CH2:50][C@H:49]([CH2:51][N:52]3[CH:56]=[CH:55][N:54]=[N:53]3)[O:48][C:47]2=[O:57])[CH:29]=[CH:30][C:31]=1[C:2]1[CH:7]=[N:6][C:5]([C:8]2[CH2:12][CH:11]([CH2:13][S:14]([CH2:17][CH2:18][C:19]3[CH:24]=[CH:23][N:22]=[CH:21][CH:20]=3)(=[O:16])=[O:15])[O:10][N:9]=2)=[CH:4][CH:3]=1. (2) Given the reactants C([O:5][C:6]([N:8]1[CH2:13][CH2:12][N:11]([C:14]2[C:23]3[CH:22]=[C:21]4[N:24]([CH2:30][CH3:31])[C:25](=[O:29])[N:26]([CH2:27][CH3:28])[C:20]4=[CH:19][C:18]=3[C:17](Cl)=[N:16][N:15]=2)[CH2:10][CH2:9]1)=O)(C)(C)C.FC(F)(F)C(O)=O.[N+:40]([C:43]1[CH:48]=[CH:47][C:46]([N:49]=C=O)=[CH:45][CH:44]=1)([O-:42])=[O:41].[Cl-].[Na+], predict the reaction product. The product is: [CH2:27]([N:26]1[C:20]2=[CH:19][C:18]3[CH:17]=[N:16][N:15]=[C:14]([N:11]4[CH2:12][CH2:13][N:8]([C:6]([NH:49][C:46]5[CH:47]=[CH:48][C:43]([N+:40]([O-:42])=[O:41])=[CH:44][CH:45]=5)=[O:5])[CH2:9][CH2:10]4)[C:23]=3[CH:22]=[C:21]2[N:24]([CH2:30][CH3:31])[C:25]1=[O:29])[CH3:28].